Dataset: Full USPTO retrosynthesis dataset with 1.9M reactions from patents (1976-2016). Task: Predict the reactants needed to synthesize the given product. (1) The reactants are: [H-].[Na+].[CH2:3]([OH:6])[C:4]#[CH:5].[Cl:7][C:8]1[CH:13]=[C:12](Cl)[N:11]=[CH:10][N:9]=1.[Cl-].[NH4+]. Given the product [Cl:7][C:8]1[CH:13]=[C:12]([O:6][CH2:3][C:4]#[CH:5])[N:11]=[CH:10][N:9]=1, predict the reactants needed to synthesize it. (2) Given the product [CH:17]([N:16]1[C:15]2[CH:20]=[CH:21][CH:22]=[CH:23][C:14]=2[N:13]=[C:12]1[CH2:8][CH2:9][C:10]#[C:11][C:2]1[CH:7]=[CH:6][CH:5]=[CH:4][N:3]=1)([CH3:19])[CH3:18], predict the reactants needed to synthesize it. The reactants are: I[C:2]1[CH:7]=[CH:6][CH:5]=[CH:4][N:3]=1.[CH2:8]([C:12]1[N:16]([CH:17]([CH3:19])[CH3:18])[C:15]2[CH:20]=[CH:21][CH:22]=[CH:23][C:14]=2[N:13]=1)[CH2:9][C:10]#[CH:11].